This data is from Reaction yield outcomes from USPTO patents with 853,638 reactions. The task is: Predict the reaction yield, written as a fraction of the theoretical maximum amount of product (1.0 means a 100% yield; for example, 0.34 means a 34% yield). The reactants are [C:1]([O:5][C:6]([NH:8][CH2:9][CH2:10][C:11]([OH:13])=O)=[O:7])([CH3:4])([CH3:3])[CH3:2].[CH3:14][S:15]([NH2:18])(=[O:17])=[O:16].CCN=C=NCCCN(C)C. The catalyst is C(Cl)Cl.CN(C1C=CN=CC=1)C. The product is [CH3:14][S:15]([NH:18][C:11](=[O:13])[CH2:10][CH2:9][NH:8][C:6](=[O:7])[O:5][C:1]([CH3:4])([CH3:3])[CH3:2])(=[O:17])=[O:16]. The yield is 0.900.